From a dataset of Forward reaction prediction with 1.9M reactions from USPTO patents (1976-2016). Predict the product of the given reaction. The product is: [Br:20][CH2:14][C:13]#[C:12][C:9]1[C:8]([C:16]([F:19])([F:18])[F:17])=[C:7]([C:1]2[CH:6]=[CH:5][CH:4]=[CH:3][CH:2]=2)[O:11][N:10]=1. Given the reactants [C:1]1([C:7]2[O:11][N:10]=[C:9]([C:12]#[C:13][CH2:14]O)[C:8]=2[C:16]([F:19])([F:18])[F:17])[CH:6]=[CH:5][CH:4]=[CH:3][CH:2]=1.[Br:20]P(Br)Br, predict the reaction product.